From a dataset of Forward reaction prediction with 1.9M reactions from USPTO patents (1976-2016). Predict the product of the given reaction. Given the reactants [Br:1][C:2]1[CH:8]=[CH:7][CH:6]=[CH:5][C:3]=1[NH2:4].C([O:11][CH:12]=[C:13]([C:19]([O-])=O)[C:14]([O:16][CH2:17][CH3:18])=[O:15])C, predict the reaction product. The product is: [Br:1][C:2]1[CH:8]=[CH:7][CH:6]=[C:5]2[C:3]=1[N:4]=[CH:19][C:13]([C:14]([O:16][CH2:17][CH3:18])=[O:15])=[C:12]2[OH:11].